This data is from Reaction yield outcomes from USPTO patents with 853,638 reactions. The task is: Predict the reaction yield, written as a fraction of the theoretical maximum amount of product (1.0 means a 100% yield; for example, 0.34 means a 34% yield). (1) The product is [CH2:1]([C:4]1([S:7]([NH:10][C:14]2[C:13]([NH:12][C:23]3[CH:28]=[CH:27][C:26]([Br:29])=[CH:25][C:24]=3[Cl:30])=[C:21]([F:22])[C:17]3[N:18]=[CH:19][S:20][C:16]=3[CH:15]=2)(=[O:9])=[O:8])[CH2:6][CH2:5]1)[CH:2]=[CH2:3]. The yield is 0.875. The catalyst is C1COCC1. The reactants are [CH2:1]([C:4]1([S:7]([N:10]2[C:14]3=[CH:15][C:16]4[S:20][CH:19]=[N:18][C:17]=4[C:21]([F:22])=[C:13]3[N:12]([C:23]3[CH:28]=[CH:27][C:26]([Br:29])=[CH:25][C:24]=3[Cl:30])C2=O)(=[O:9])=[O:8])[CH2:6][CH2:5]1)[CH:2]=[CH2:3].C[Si](C)(C)[O-].[K+].[NH4+].[Cl-]. (2) The reactants are C[Si]([N-][Si](C)(C)C)(C)C.[Li+].[C:11]1([CH:17]([CH3:22])[C:18]([O:20][CH3:21])=[O:19])[CH:16]=[CH:15][CH:14]=[CH:13][CH:12]=1.CN(C)P(=O)(N(C)C)N(C)C.Br[CH2:35][CH:36]1[CH2:40][CH2:39][CH2:38][CH2:37]1. The catalyst is O1CCCC1. The product is [CH:36]1([CH2:35][C:17]([CH3:22])([C:11]2[CH:16]=[CH:15][CH:14]=[CH:13][CH:12]=2)[C:18]([O:20][CH3:21])=[O:19])[CH2:40][CH2:39][CH2:38][CH2:37]1. The yield is 0.920. (3) The reactants are [OH:1][CH2:2][C@@H:3]([NH:11][C:12](=[O:18])[O:13][C:14]([CH3:17])([CH3:16])[CH3:15])[CH2:4][C@H:5]([CH2:9][OH:10])[CH2:6][CH:7]=[CH2:8].[CH3:19][C:20]1C=CC(S(O)(=O)=O)=C[CH:25]=1.COC(OC)(C)C. The catalyst is CC(C)=O. The product is [OH:10][CH2:9][C@H:5]([CH2:6][CH:7]=[CH2:8])[CH2:4][C@H:3]1[CH2:2][O:1][C:20]([CH3:25])([CH3:19])[N:11]1[C:12]([O:13][C:14]([CH3:17])([CH3:16])[CH3:15])=[O:18]. The yield is 0.960. (4) The reactants are [O:1](S(C(F)(F)F)(=O)=O)[S:2]([C:5]([F:8])([F:7])[F:6])(=[O:4])=[O:3].[CH3:16][N:17]([CH3:29])[C@@H:18]1[CH2:27][CH2:26][C:25]2[C:24](O)=[CH:23][CH:22]=[CH:21][C:20]=2[CH2:19]1.CCN(CC)CC. The catalyst is C(Cl)Cl.[Cl-].[Na+].O. The product is [F:6][C:5]([F:8])([F:7])[S:2]([O:1][C:24]1[C:25]2[CH2:26][CH2:27][C@@H:18]([N:17]([CH3:29])[CH3:16])[CH2:19][C:20]=2[CH:21]=[CH:22][CH:23]=1)(=[O:4])=[O:3]. The yield is 0.710. (5) The reactants are [CH2:1]([O:3][C:4]([C:6]1[C:7](=O)[C:8]2[C:13]([C:14]=1[C:15]1[CH:20]=[CH:19][CH:18]=[CH:17][CH:16]=1)=[CH:12][CH:11]=[C:10]([O:21][CH2:22][CH2:23][CH2:24][C:25]1[CH:30]=[CH:29][CH:28]=[CH:27][CH:26]=1)[CH:9]=2)=[O:5])[CH3:2].Cl.[NH2:33][OH:34].N1C=CC=CC=1. The catalyst is C(O)C. The product is [CH2:1]([O:3][C:4]([C:6]1[C:7](=[N:33][OH:34])[C:8]2[C:13]([C:14]=1[C:15]1[CH:20]=[CH:19][CH:18]=[CH:17][CH:16]=1)=[CH:12][CH:11]=[C:10]([O:21][CH2:22][CH2:23][CH2:24][C:25]1[CH:30]=[CH:29][CH:28]=[CH:27][CH:26]=1)[CH:9]=2)=[O:5])[CH3:2]. The yield is 0.580.